Dataset: Reaction yield outcomes from USPTO patents with 853,638 reactions. Task: Predict the reaction yield, written as a fraction of the theoretical maximum amount of product (1.0 means a 100% yield; for example, 0.34 means a 34% yield). (1) The reactants are CC1(C)C(C)(C)OB([C:9]2[CH2:14][CH2:13][N:12]([C:15]([O:17][C:18]([CH3:21])([CH3:20])[CH3:19])=[O:16])[CH2:11][CH:10]=2)O1.Br[C:24]1[CH:25]=[C:26]([C:30]2[CH:35]=[CH:34][CH:33]=[CH:32][CH:31]=2)[CH:27]=[CH:28][CH:29]=1.C(=O)([O-])[O-].[K+].[K+]. The catalyst is O1CCOCC1.O.O.C1C=CC(P(C2C=CC=CC=2)[C-]2C=CC=C2)=CC=1.C1C=CC(P(C2C=CC=CC=2)[C-]2C=CC=C2)=CC=1.Cl[Pd]Cl.[Fe+2]. The product is [C:26]1([C:30]2[CH:31]=[CH:32][CH:33]=[CH:34][CH:35]=2)[CH:27]=[CH:28][CH:29]=[C:24]([C:9]2[CH2:14][CH2:13][N:12]([C:15]([O:17][C:18]([CH3:19])([CH3:20])[CH3:21])=[O:16])[CH2:11][CH:10]=2)[CH:25]=1. The yield is 0.640. (2) The reactants are [CH3:1][C:2]1[C:3](=O)[NH:4][N:5]=[C:6]([C:8]2[CH:13]=[CH:12][CH:11]=[CH:10][CH:9]=2)[CH:7]=1.P(Cl)(Cl)([Cl:17])=O.[Cl-].[Cl-].[Ca+2].Cl.OP(O)(O)=O.[OH-].[Na+]. The catalyst is C(#N)C. The product is [Cl:17][C:3]1[N:4]=[N:5][C:6]([C:8]2[CH:13]=[CH:12][CH:11]=[CH:10][CH:9]=2)=[CH:7][C:2]=1[CH3:1]. The yield is 0.960. (3) The reactants are [O:1]1[C:5]2[CH:6]=[CH:7][C:8]([CH2:10][C:11]#N)=[CH:9][C:4]=2[O:3][CH2:2]1.Br[CH2:14][CH2:15]Cl.[OH-:17].[Na+].[OH2:19]. The catalyst is [Cl-].C([N+](CC)(CC)CC)C1C=CC=CC=1. The product is [O:1]1[C:5]2[CH:6]=[CH:7][C:8]([C:10]3([C:11]([OH:19])=[O:17])[CH2:15][CH2:14]3)=[CH:9][C:4]=2[O:3][CH2:2]1. The yield is 0.800. (4) The reactants are [CH3:1][C:2]1[CH:7]=[CH:6][C:5]([C:8]([N:10]=[C:11]=[S:12])=[O:9])=[CH:4][CH:3]=1.[CH3:13][O:14][C:15]1[CH:16]=[C:17]2[C:22](=[CH:23][C:24]=1[O:25][CH3:26])[N:21]=[CH:20][CH:19]=[C:18]2[O:27][C:28]1[CH:34]=[CH:33][C:31]([NH2:32])=[C:30]([CH3:35])[CH:29]=1.C1(C)C=CC=CC=1. The catalyst is C(O)C. The product is [CH3:13][O:14][C:15]1[CH:16]=[C:17]2[C:22](=[CH:23][C:24]=1[O:25][CH3:26])[N:21]=[CH:20][CH:19]=[C:18]2[O:27][C:28]1[CH:34]=[CH:33][C:31]([NH:32][C:11]([NH:10][C:8](=[O:9])[C:5]2[CH:4]=[CH:3][C:2]([CH3:1])=[CH:7][CH:6]=2)=[S:12])=[C:30]([CH3:35])[CH:29]=1. The yield is 0.560. (5) The reactants are NC1C=C2C(=CC=1)CN(C(OC(C)(C)C)=O)CC2.C(=O)([O-])O.[Na+].BrC1N=C2N(C=1S([Cl:36])(=O)=O)CCS2.C(OC([N:44]1[CH2:53][CH2:52][C:51]2[C:46](=[CH:47][CH:48]=[C:49]([NH:54][S:55]([C:58]3[N:65]4[C:61]([S:62][CH2:63][CH2:64]4)=[N:60][C:59]=3[Br:66])(=[O:57])=[O:56])[CH:50]=2)[CH2:45]1)=O)(C)(C)C.Cl. The catalyst is C(#N)C.C(OCC)(=O)C.C(OCC)C.C(Cl)(Cl)Cl.CO. The product is [ClH:36].[CH2:45]1[C:46]2[C:51](=[CH:50][C:49]([NH:54][S:55]([C:58]3[N:65]4[C:61]([S:62][CH2:63][CH2:64]4)=[N:60][C:59]=3[Br:66])(=[O:57])=[O:56])=[CH:48][CH:47]=2)[CH2:52][CH2:53][NH:44]1. The yield is 0.810. (6) The reactants are Br[C:2]1[CH:3]=[N:4][CH:5]=[CH:6][CH:7]=1.[CH3:8][C@@H:9]([OH:13])[CH2:10][CH:11]=[CH2:12].C(N(CC)CC)C.C(#N)C. The catalyst is O.C([O-])(=O)C.[Pd+2].C([O-])(=O)C.C1(C)C=CC=CC=1P(C1C=CC=CC=1C)C1C=CC=CC=1C. The product is [N:4]1[CH:5]=[CH:6][CH:7]=[C:2](/[CH:12]=[CH:11]/[CH2:10][C@H:9]([OH:13])[CH3:8])[CH:3]=1. The yield is 0.652. (7) The reactants are Br[C:2]1[CH:7]=[CH:6][C:5]([CH2:8][C:9]([C:11]2[CH:16]=[CH:15][C:14]([OH:17])=[CH:13][C:12]=2[OH:18])=[O:10])=[CH:4][CH:3]=1.[C:19]([Cu])#[N:20].O.CCOC(C)=O. The catalyst is CN(C=O)C. The product is [OH:18][C:12]1[CH:13]=[C:14]([OH:17])[CH:15]=[CH:16][C:11]=1[C:9](=[O:10])[CH2:8][C:5]1[CH:6]=[CH:7][C:2]([C:19]#[N:20])=[CH:3][CH:4]=1. The yield is 0.366.